Predict the product of the given reaction. From a dataset of Forward reaction prediction with 1.9M reactions from USPTO patents (1976-2016). (1) The product is: [CH2:38]([O:37][C:35]([C:33]1[CH:32]=[CH:31][CH:30]=[C:29]([O:15][CH2:14][CH:13]([N:12]2[C:11]3[CH:22]=[C:23]([F:27])[C:24]([F:26])=[CH:25][C:10]=3[N:9]=[C:8]2[C:5]2[CH:6]=[CH:7][C:2]([Cl:1])=[CH:3][CH:4]=2)[CH:16]2[CH2:17][CH2:18][CH2:19][CH2:20][CH2:21]2)[N:34]=1)=[O:36])[CH3:39]. Given the reactants [Cl:1][C:2]1[CH:7]=[CH:6][C:5]([C:8]2[N:12]([CH:13]([CH:16]3[CH2:21][CH2:20][CH2:19][CH2:18][CH2:17]3)[CH2:14][OH:15])[C:11]3[CH:22]=[C:23]([F:27])[C:24]([F:26])=[CH:25][C:10]=3[N:9]=2)=[CH:4][CH:3]=1.Br[C:29]1[N:34]=[C:33]([C:35]([O:37][CH2:38][CH3:39])=[O:36])[CH:32]=[CH:31][CH:30]=1, predict the reaction product. (2) Given the reactants C[O:2][C:3](=O)[CH2:4][CH:5]1[CH:9]([CH2:10][C:11](OC)=[O:12])[O:8][CH:7]([O:15][CH2:16][CH3:17])[O:6]1.[H-].[H-].[H-].[H-].[Li+].[Al+3], predict the reaction product. The product is: [CH2:16]([O:15][CH:7]1[O:6][CH:5]([CH2:4][CH2:3][OH:2])[CH:9]([CH2:10][CH2:11][OH:12])[O:8]1)[CH3:17]. (3) Given the reactants BrC1C=CC=C2C=1C(O)(C1C(O)=CC3OCOC=3C=1)C(=O)N2CCCCC.O[C:29]1([C:52]2[C:60]([OH:61])=[CH:59][C:55]3[O:56][CH2:57][O:58][C:54]=3[CH:53]=2)[C:37]2[C:32](=[CH:33][CH:34]=[CH:35][CH:36]=2)[N:31]([CH2:38][CH2:39][N:40]2[C:48](=[O:49])[C:47]3[C:42](=[CH:43][CH:44]=[CH:45][CH:46]=3)[C:41]2=[O:50])[C:30]1=[O:51], predict the reaction product. The product is: [OH:61][C:60]1[C:52]([CH:29]2[C:37]3[C:32](=[CH:33][CH:34]=[CH:35][CH:36]=3)[N:31]([CH2:38][CH2:39][N:40]3[C:48](=[O:49])[C:47]4[C:42](=[CH:43][CH:44]=[CH:45][CH:46]=4)[C:41]3=[O:50])[C:30]2=[O:51])=[CH:53][C:54]2[O:58][CH2:57][O:56][C:55]=2[CH:59]=1. (4) Given the reactants [NH2:1][CH2:2][CH2:3][CH2:4][Si](OC)(OC)OC.[CH2:12]([C:15]1C=CC=C[C:16]=1[OH:21])[CH:13]=[CH2:14], predict the reaction product. The product is: [O:21]1[C:16]2[CH:15]=[CH:12][CH:13]=[CH:14][C:4]=2[CH:3]=[CH:2][NH:1]1. (5) Given the reactants [Cl:1][C:2]1[CH:7]=[C:6]([Cl:8])[CH:5]=[CH:4][C:3]=1[C:9]1[N:10]=[C:11]([CH2:14][CH2:15][CH2:16][C:17]2[CH:22]=[CH:21][C:20]([I:23])=[CH:19][CH:18]=2)[NH:12][CH:13]=1.F[C:25]1[CH:35]=[CH:34][C:28]([C:29]([O:31][CH2:32][CH3:33])=[O:30])=[CH:27][CH:26]=1.C([O-])([O-])=O.[Cs+].[Cs+], predict the reaction product. The product is: [CH2:32]([O:31][C:29](=[O:30])[C:28]1[CH:34]=[CH:35][C:25]([N:12]2[CH:13]=[C:9]([C:3]3[CH:4]=[CH:5][C:6]([Cl:8])=[CH:7][C:2]=3[Cl:1])[N:10]=[C:11]2[CH2:14][CH2:15][CH2:16][C:17]2[CH:18]=[CH:19][C:20]([I:23])=[CH:21][CH:22]=2)=[CH:26][CH:27]=1)[CH3:33]. (6) Given the reactants [I:1][C:2]1[NH:6][N:5]=[C:4]([C:7](OCC)=[O:8])[C:3]=1[CH3:12].[OH-].[NH4+:14], predict the reaction product. The product is: [I:1][C:2]1[NH:6][N:5]=[C:4]([C:7]([NH2:14])=[O:8])[C:3]=1[CH3:12]. (7) The product is: [CH3:23][C:18]1[CH:17]=[C:16]([C:15]([C:11]2[N:7]([CH3:6])[N:8]=[N:9][CH:10]=2)=[O:24])[CH:21]=[C:20]([CH3:22])[N:19]=1. Given the reactants [Li]CCCC.[CH3:6][N:7]1[CH:11]=[CH:10][N:9]=[N:8]1.CON(C)[C:15](=[O:24])[C:16]1[CH:21]=[C:20]([CH3:22])[N:19]=[C:18]([CH3:23])[CH:17]=1, predict the reaction product.